Task: Predict the reactants needed to synthesize the given product.. Dataset: Full USPTO retrosynthesis dataset with 1.9M reactions from patents (1976-2016) (1) Given the product [CH2:1]([P:3]([CH2:6][CH2:7][OH:8])(=[O:4])[O:5][CH2:9][CH2:10][CH2:11][CH2:12][OH:13])[CH3:2], predict the reactants needed to synthesize it. The reactants are: [CH2:1]([P:3]([CH2:6][CH2:7][OH:8])(=[O:5])[OH:4])[CH3:2].[CH2:9](O)[CH2:10][CH2:11][CH2:12][OH:13]. (2) The reactants are: [CH3:16][C:11]1([CH3:17])[C:12]([CH3:15])([CH3:14])[O:13][B:9]([B:9]2[O:13][C:12]([CH3:15])([CH3:14])[C:11]([CH3:17])([CH3:16])[O:10]2)[O:10]1.C([O-])(=O)C.[K+].Br[C:25]1[CH:26]=[C:27]([N:31]2[CH2:35][CH2:34][CH:33]([N:36]([CH3:38])[CH3:37])[CH2:32]2)[CH:28]=[CH:29][CH:30]=1. Given the product [CH3:37][N:36]([CH3:38])[CH:33]1[CH2:34][CH2:35][N:31]([C:27]2[CH:28]=[CH:29][CH:30]=[C:25]([B:9]3[O:10][C:11]([CH3:16])([CH3:17])[C:12]([CH3:14])([CH3:15])[O:13]3)[CH:26]=2)[CH2:32]1, predict the reactants needed to synthesize it. (3) The reactants are: [Cl:1][C:2]1[N:3]=[C:4]([N:19]2[CH2:24][CH2:23][O:22][CH2:21][CH2:20]2)[C:5]2[S:10][C:9]([C:11]3[CH:12]=[C:13]([CH2:17][NH2:18])[CH:14]=[CH:15][CH:16]=3)=[CH:8][C:6]=2[N:7]=1.[C:25](Cl)(=[O:27])[CH3:26].C(N(CC)CC)C.O. Given the product [Cl:1][C:2]1[N:3]=[C:4]([N:19]2[CH2:24][CH2:23][O:22][CH2:21][CH2:20]2)[C:5]2[S:10][C:9]([C:11]3[CH:12]=[C:13]([CH2:17][NH:18][C:25](=[O:27])[CH3:26])[CH:14]=[CH:15][CH:16]=3)=[CH:8][C:6]=2[N:7]=1, predict the reactants needed to synthesize it. (4) Given the product [Cl:59][C:58]1[C:53]([N:50]2[C:46]3=[N:47][CH:48]=[N:49][C:44]([O:43][C@@H:32]([CH2:31][O:30][C@H:28]([CH3:29])[CH2:27][OH:26])[C:33]([NH:35][C:36]4[CH:41]=[CH:40][C:39]([F:42])=[CH:38][N:37]=4)=[O:34])=[C:45]3[CH:52]=[N:51]2)=[N:54][CH:55]=[CH:56][CH:57]=1, predict the reactants needed to synthesize it. The reactants are: [F-].C([N+](CCCC)(CCCC)CCCC)CCC.[Si]([O:26][CH2:27][C@H:28]([O:30][CH2:31][C@H:32]([O:43][C:44]1[N:49]=[CH:48][N:47]=[C:46]2[N:50]([C:53]3[C:58]([Cl:59])=[CH:57][CH:56]=[CH:55][N:54]=3)[N:51]=[CH:52][C:45]=12)[C:33]([NH:35][C:36]1[CH:41]=[CH:40][C:39]([F:42])=[CH:38][N:37]=1)=[O:34])[CH3:29])(C(C)(C)C)(C)C.